This data is from Reaction yield outcomes from USPTO patents with 853,638 reactions. The task is: Predict the reaction yield, written as a fraction of the theoretical maximum amount of product (1.0 means a 100% yield; for example, 0.34 means a 34% yield). (1) No catalyst specified. The reactants are [C:1]([O-:4])([O-])=O.[C:5]([O-])([O-])=O.[OH:9][OH:10].OO.OO.[Na+].[Na+].[Na+].[Na+].[C:19](Cl)(=[O:23])[CH:20]([CH3:22])[CH3:21].[C:25](Cl)(F)(F)[C:26](Cl)(Cl)F. The product is [C:19]([O:9][O:10][C:1](=[O:4])[CH:25]([CH3:26])[CH3:5])(=[O:23])[CH:20]([CH3:22])[CH3:21]. The yield is 0.390. (2) The reactants are Cl.[F:2][C:3]1([F:8])[CH2:6][CH:5]([NH2:7])[CH2:4]1.[CH:9](OCC)=[O:10]. No catalyst specified. The product is [F:2][C:3]1([F:8])[CH2:6][CH:5]([NH:7][CH:9]=[O:10])[CH2:4]1. The yield is 0.700. (3) The reactants are Cl.[Cl:2][C:3]1[CH:8]=[C:7]([C:9]2[CH:14]=[CH:13][CH:12]=[C:11]([Cl:15])[CH:10]=2)[N:6]=[C:5]2[CH2:16][CH2:17][CH2:18][C:4]=12.[OH:19][CH2:20][CH2:21][CH2:22][C:23]1[CH:24]=[C:25](B(O)O)[CH:26]=[CH:27][CH:28]=1.C([O-])([O-])=O.[Na+].[Na+]. The catalyst is O1CCOCC1.C(OCC)(=O)C.C1C=CC([P]([Pd]([P](C2C=CC=CC=2)(C2C=CC=CC=2)C2C=CC=CC=2)([P](C2C=CC=CC=2)(C2C=CC=CC=2)C2C=CC=CC=2)[P](C2C=CC=CC=2)(C2C=CC=CC=2)C2C=CC=CC=2)(C2C=CC=CC=2)C2C=CC=CC=2)=CC=1. The product is [ClH:2].[Cl:15][C:11]1[CH:10]=[C:9]([C:7]2[N:6]=[C:5]3[CH2:16][CH2:17][CH2:18][C:4]3=[C:3]([C:27]3[CH:28]=[C:23]([CH2:22][CH2:21][CH2:20][OH:19])[CH:24]=[CH:25][CH:26]=3)[CH:8]=2)[CH:14]=[CH:13][CH:12]=1. The yield is 0.340. (4) The reactants are [CH3:1][O:2][C:3](=[O:20])[C:4]1[CH:9]=[C:8]([C:10]#[C:11][CH2:12][O:13][CH3:14])[C:7]([C:15]([F:18])([F:17])[F:16])=[CH:6][C:5]=1[NH2:19].[S-2].[Na+].[Na+].Cl.C[OH:26]. No catalyst specified. The product is [CH3:1][O:2][C:3](=[O:20])[C:4]1[CH:9]=[C:8]([C:10](=[O:26])[CH2:11][CH2:12][O:13][CH3:14])[C:7]([C:15]([F:17])([F:18])[F:16])=[CH:6][C:5]=1[NH2:19]. The yield is 0.130. (5) The reactants are [N+:1]([C:4]1[CH:11]=[CH:10][CH:9]=[C:8]([N+:12]([O-:14])=[O:13])[C:5]=1[C:6]#[N:7])([O-])=O.[CH3:15][O:16][CH2:17][CH2:18][CH2:19]N. No catalyst specified. The product is [CH3:15][O:16][CH2:17][CH2:18][CH2:19][NH:1][C:4]1[CH:11]=[CH:10][CH:9]=[C:8]([N+:12]([O-:14])=[O:13])[C:5]=1[C:6]#[N:7]. The yield is 0.830. (6) The reactants are Cl[C:2]1[N:6]([CH3:7])[N:5]=[CH:4][C:3]=1[N+:8]([O-:10])=[O:9].[CH:11]12[O:19][CH:15]([CH2:16][NH:17][CH2:18]1)[CH2:14][N:13]([C:20]([O:22][C:23]([CH3:26])([CH3:25])[CH3:24])=[O:21])[CH2:12]2.C(N(C(C)C)CC)(C)C. The catalyst is C(O)C. The product is [CH3:7][N:6]1[C:2]([N:17]2[CH2:18][CH:11]3[O:19][CH:15]([CH2:14][N:13]([C:20]([O:22][C:23]([CH3:26])([CH3:25])[CH3:24])=[O:21])[CH2:12]3)[CH2:16]2)=[C:3]([N+:8]([O-:10])=[O:9])[CH:4]=[N:5]1. The yield is 0.650. (7) The product is [Cl:1][C:2]1[N:3]=[C:4]([CH3:9])[CH:5]=[C:6]([C:21]2[CH:22]=[CH:23][C:18]([C:17]([F:28])([F:27])[F:16])=[CH:19][CH:20]=2)[N:7]=1. The reactants are [Cl:1][C:2]1[N:7]=[C:6](Cl)[CH:5]=[C:4]([CH3:9])[N:3]=1.C(=O)([O-])[O-].[Na+].[Na+].[F:16][C:17]([F:28])([F:27])[C:18]1[CH:23]=[CH:22][C:21](B(O)O)=[CH:20][CH:19]=1. The catalyst is COCCOC.O.C1(C=CC=CC=1)[P](C1C=CC=CC=1)(C1C=CC=CC=1)[Pd][P](C1C=CC=CC=1)(C1C=CC=CC=1)C1C=CC=CC=1. The yield is 0.556. (8) The reactants are FC(F)(F)C(O)=O.[Cl:8][C:9]1[CH:10]=[C:11]2[C:16](=[CH:17][CH:18]=1)[CH:15]=[C:14]([S:19]([CH2:22][CH2:23][CH2:24][NH:25]C(=O)OC(C)(C)C)(=[O:21])=[O:20])[CH:13]=[CH:12]2.C(NC(C)C)(C)C.[N+:40]([C:43]1[CH:48]=[C:47]([N+:49]([O-:51])=[O:50])[CH:46]=[CH:45][C:44]=1[S:52](Cl)(=[O:54])=[O:53])([O-:42])=[O:41]. The catalyst is C1(C)C=CC=CC=1.C(Cl)Cl. The product is [Cl:8][C:9]1[CH:10]=[C:11]2[C:16](=[CH:17][CH:18]=1)[CH:15]=[C:14]([S:19]([CH2:22][CH2:23][CH2:24][NH:25][S:52]([C:44]1[CH:45]=[CH:46][C:47]([N+:49]([O-:51])=[O:50])=[CH:48][C:43]=1[N+:40]([O-:42])=[O:41])(=[O:53])=[O:54])(=[O:20])=[O:21])[CH:13]=[CH:12]2. The yield is 0.480.